This data is from Full USPTO retrosynthesis dataset with 1.9M reactions from patents (1976-2016). The task is: Predict the reactants needed to synthesize the given product. (1) The reactants are: [CH3:1][C:2]1[N:3]([C@H:8]2[CH2:12][C@@H:11]([C:13]([O:15][CH3:16])=[O:14])[CH:10]=[CH:9]2)[C:4]([CH3:7])=[CH:5][CH:6]=1.[Br:17][CH2:18][CH2:19][CH2:20]Br. Given the product [Br:17][CH2:18][CH2:19][CH2:20][C@@:11]1([C:13]([O:15][CH3:16])=[O:14])[CH2:12][C@H:8]([N:3]2[C:2]([CH3:1])=[CH:6][CH:5]=[C:4]2[CH3:7])[CH:9]=[CH:10]1, predict the reactants needed to synthesize it. (2) Given the product [Br:1][C:2]1[C:3]([OH:13])=[C:4]([C:10](=[O:12])[CH3:11])[CH:5]=[C:6]([Cl:9])[C:7]=1[CH3:8], predict the reactants needed to synthesize it. The reactants are: [Br:1][C:2]1[C:3]([O:13]C)=[C:4]([C:10](=[O:12])[CH3:11])[CH:5]=[C:6]([Cl:9])[C:7]=1[CH3:8].B(Br)(Br)Br. (3) Given the product [Cl:23][C:15]1[CH:14]=[C:13]([C:11]2[O:10][N:9]=[C:8]([C:4]3[C:3]([CH2:24][CH3:25])=[C:2]([CH2:47][CH2:48][C:49]([O:51][CH2:52][CH3:53])=[O:50])[CH:7]=[CH:6][CH:5]=3)[N:12]=2)[CH:18]=[CH:17][C:16]=1[O:19][CH:20]([CH3:22])[CH3:21], predict the reactants needed to synthesize it. The reactants are: Br[C:2]1[C:3]([CH2:24][CH3:25])=[C:4]([C:8]2[N:12]=[C:11]([C:13]3[CH:18]=[CH:17][C:16]([O:19][CH:20]([CH3:22])[CH3:21])=[C:15]([Cl:23])[CH:14]=3)[O:10][N:9]=2)[CH:5]=[CH:6][CH:7]=1.C(P(C(C)(C)C)C(C)(C)C)(C)(C)C.C(=O)([O-])[O-].[Cs+].[Cs+].Br[Zn][CH2:47][CH2:48][C:49]([O:51][CH2:52][CH3:53])=[O:50]. (4) Given the product [NH2:14][C:11]1[CH:12]=[C:13]2[C:8](=[CH:9][CH:10]=1)[N:7]([CH2:17][C:18]([O:20][CH3:21])=[O:19])[C:6](=[O:22])[C:5]12[O:23][CH2:24][C:2]([CH3:25])([CH3:1])[CH2:3][O:4]1, predict the reactants needed to synthesize it. The reactants are: [CH3:1][C:2]1([CH3:25])[CH2:24][O:23][C:5]2([C:13]3[C:8](=[CH:9][CH:10]=[C:11]([N+:14]([O-])=O)[CH:12]=3)[N:7]([CH2:17][C:18]([O:20][CH3:21])=[O:19])[C:6]2=[O:22])[O:4][CH2:3]1. (5) The reactants are: [CH2:1]([O:3][C:4]([C:6]1[NH:7][C:8]2[C:13]([CH:14]=1)=[CH:12][C:11]([O:15][CH2:16][C:17]1[CH:22]=[CH:21][CH:20]=[CH:19][CH:18]=1)=[CH:10][CH:9]=2)=[O:5])[CH3:2].[H-].[Na+].[F:25][C:26]([F:37])([F:36])[CH2:27]OS(C(F)(F)F)(=O)=O. Given the product [CH2:1]([O:3][C:4]([C:6]1[N:7]([CH2:27][C:26]([F:37])([F:36])[F:25])[C:8]2[C:13]([CH:14]=1)=[CH:12][C:11]([O:15][CH2:16][C:17]1[CH:22]=[CH:21][CH:20]=[CH:19][CH:18]=1)=[CH:10][CH:9]=2)=[O:5])[CH3:2], predict the reactants needed to synthesize it. (6) Given the product [Cl:1][C:2]1[CH:7]=[C:6]([C:8]([C:15]2[CH:14]=[C:13]([CH3:12])[C:18]3[NH:19][C:20](=[O:22])[O:21][C:17]=3[CH:16]=2)=[O:9])[CH:5]=[C:4]([Cl:11])[N:3]=1, predict the reactants needed to synthesize it. The reactants are: [Cl:1][C:2]1[CH:7]=[C:6]([C:8](Cl)=[O:9])[CH:5]=[C:4]([Cl:11])[N:3]=1.[CH3:12][C:13]1[C:18]2[NH:19][C:20](=[O:22])[O:21][C:17]=2[CH:16]=[CH:15][CH:14]=1.[Cl-].[Cl-].[Cl-].[Al+3]. (7) Given the product [Br:1][C:2]1[N:7]=[C:6]([C:8]([NH2:18])=[O:9])[C:5]([NH:12][CH:13]2[CH2:16][O:15][CH2:14]2)=[CH:4][C:3]=1[F:17], predict the reactants needed to synthesize it. The reactants are: [Br:1][C:2]1[N:7]=[C:6]([C:8](OC)=[O:9])[C:5]([NH:12][CH:13]2[CH2:16][O:15][CH2:14]2)=[CH:4][C:3]=1[F:17].[NH3:18].